Dataset: Catalyst prediction with 721,799 reactions and 888 catalyst types from USPTO. Task: Predict which catalyst facilitates the given reaction. (1) Reactant: [CH3:1][C:2]1[CH:7]=[CH:6][CH:5]=[C:4]([CH3:8])[C:3]=1[NH:9][C:10]1[CH:18]=[CH:17][CH:16]=[CH:15][C:11]=1[C:12]([OH:14])=O.S(Cl)(Cl)=O.[F:23][C:24]([F:45])([F:44])[O:25][C:26]1[CH:31]=[CH:30][C:29]([N:32]2[CH:36]=[N:35][C:34]([C:37]3[CH:43]=[CH:42][C:40]([NH2:41])=[CH:39][CH:38]=3)=[N:33]2)=[CH:28][CH:27]=1.C(N(CC)C(C)C)(C)C. Product: [CH3:8][C:4]1[CH:5]=[CH:6][CH:7]=[C:2]([CH3:1])[C:3]=1[NH:9][C:10]1[CH:18]=[CH:17][CH:16]=[CH:15][C:11]=1[C:12]([NH:41][C:40]1[CH:42]=[CH:43][C:37]([C:34]2[N:35]=[CH:36][N:32]([C:29]3[CH:30]=[CH:31][C:26]([O:25][C:24]([F:23])([F:45])[F:44])=[CH:27][CH:28]=3)[N:33]=2)=[CH:38][CH:39]=1)=[O:14]. The catalyst class is: 277. (2) The catalyst class is: 19. Product: [NH2:1][C:2]1[C:10]([NH2:11])=[CH:9][CH:8]=[CH:7][C:3]=1[C:4]([NH2:6])=[O:5]. Reactant: [NH2:1][C:2]1[C:10]([N+:11]([O-])=O)=[CH:9][CH:8]=[CH:7][C:3]=1[C:4]([NH2:6])=[O:5].C([O-])=O.[NH4+]. (3) Reactant: [O:1]([C:8]1[C:21](C(C)(C)C)=[CH:20][C:19]([CH3:26])=[CH:18][C:9]=1/[N:10]=[CH:11]/[C:12]1[CH:17]=[CH:16][CH:15]=[CH:14][N:13]=1)[C:2]1[CH:7]=[CH:6][CH:5]=[CH:4][CH:3]=1.O(CCCC)CCCC.[C:36]1([Li])[CH:41]=[CH:40][CH:39]=[CH:38][CH:37]=1. Product: [O:1]([C:8]1[CH:21]=[CH:20][C:19]([CH3:26])=[CH:18][C:9]=1[NH:10][CH:11]([C:36]1[CH:41]=[CH:40][CH:39]=[CH:38][CH:37]=1)[C:12]1[CH:17]=[CH:16][CH:15]=[CH:14][N:13]=1)[C:2]1[CH:3]=[CH:4][CH:5]=[CH:6][CH:7]=1. The catalyst class is: 1. (4) Reactant: [C:1]([CH2:3][C:4]([NH2:6])=[S:5])#[N:2].Br[CH2:8][C:9]([C:11]1[CH:25]=[CH:24][C:14]([C:15]([NH:17][CH2:18][CH2:19][C:20]([F:23])([F:22])[F:21])=[O:16])=[CH:13][CH:12]=1)=O. Product: [C:1]([CH2:3][C:4]1[S:5][CH:8]=[C:9]([C:11]2[CH:12]=[CH:13][C:14]([C:15]([NH:17][CH2:18][CH2:19][C:20]([F:21])([F:22])[F:23])=[O:16])=[CH:24][CH:25]=2)[N:6]=1)#[N:2]. The catalyst class is: 1. (5) Product: [O:28]=[C:20]1[NH:21][C:22]2=[N:23][CH:24]=[CH:25][CH:26]=[C:27]2[C:19]21[CH2:18][C:17]1[C:30](=[CH:31][CH:32]=[C:15]([NH:14][C:2]3[N:7]=[CH:6][N:5]=[C:4]([C:8]([O:10][CH2:11][CH3:12])=[O:9])[CH:3]=3)[CH:16]=1)[CH2:29]2. Reactant: Cl[C:2]1[N:7]=[CH:6][N:5]=[C:4]([C:8]([O:10][CH2:11][CH3:12])=[O:9])[CH:3]=1.Cl.[NH2:14][C:15]1[CH:16]=[C:17]2[C:30](=[CH:31][CH:32]=1)[CH2:29][C:19]1([C:27]3[C:22](=[N:23][CH:24]=[CH:25][CH:26]=3)[NH:21][C:20]1=[O:28])[CH2:18]2. The catalyst class is: 41. (6) Reactant: C(OC([NH:8][CH2:9][C:10]1[CH:11]=[C:12]([C:16]2[CH:21]=[CH:20][CH:19]=[C:18]([CH2:22][O:23][C:24]3[CH:29]=[C:28]([CH2:30][CH3:31])[CH:27]=[CH:26][C:25]=3[CH2:32][C:33]([OH:35])=[O:34])[CH:17]=2)[CH:13]=[CH:14][CH:15]=1)=O)(C)(C)C.Cl. Product: [NH2:8][CH2:9][C:10]1[CH:11]=[C:12]([C:16]2[CH:21]=[CH:20][CH:19]=[C:18]([CH2:22][O:23][C:24]3[CH:29]=[C:28]([CH2:30][CH3:31])[CH:27]=[CH:26][C:25]=3[CH2:32][C:33]([OH:35])=[O:34])[CH:17]=2)[CH:13]=[CH:14][CH:15]=1. The catalyst class is: 12.